Dataset: Peptide-MHC class I binding affinity with 185,985 pairs from IEDB/IMGT. Task: Regression. Given a peptide amino acid sequence and an MHC pseudo amino acid sequence, predict their binding affinity value. This is MHC class I binding data. (1) The peptide sequence is NLFSKNILKY. The MHC is HLA-A11:01 with pseudo-sequence HLA-A11:01. The binding affinity (normalized) is 0.104. (2) The peptide sequence is LQLPRDRFK. The MHC is HLA-A11:01 with pseudo-sequence HLA-A11:01. The binding affinity (normalized) is 0.309.